From a dataset of TCR-epitope binding with 47,182 pairs between 192 epitopes and 23,139 TCRs. Binary Classification. Given a T-cell receptor sequence (or CDR3 region) and an epitope sequence, predict whether binding occurs between them. (1) The epitope is TLDSKTQSL. The TCR CDR3 sequence is CASSWTSGPNEQYF. Result: 0 (the TCR does not bind to the epitope). (2) The epitope is TLIGDCATV. The TCR CDR3 sequence is CASSQTGGSYNEQFF. Result: 1 (the TCR binds to the epitope). (3) The epitope is MLNIPSINV. The TCR CDR3 sequence is CASSPRTSGLTDTQYF. Result: 0 (the TCR does not bind to the epitope). (4) The epitope is RLRAEAQVK. The TCR CDR3 sequence is CASSSTGVGYTF. Result: 1 (the TCR binds to the epitope).